This data is from NCI-60 drug combinations with 297,098 pairs across 59 cell lines. The task is: Regression. Given two drug SMILES strings and cell line genomic features, predict the synergy score measuring deviation from expected non-interaction effect. (1) Drug 1: CC12CCC3C(C1CCC2=O)CC(=C)C4=CC(=O)C=CC34C. Drug 2: C1C(C(OC1N2C=C(C(=O)NC2=O)F)CO)O. Cell line: UO-31. Synergy scores: CSS=48.4, Synergy_ZIP=-1.95, Synergy_Bliss=-4.03, Synergy_Loewe=0.710, Synergy_HSA=1.28. (2) Drug 1: CCC1(CC2CC(C3=C(CCN(C2)C1)C4=CC=CC=C4N3)(C5=C(C=C6C(=C5)C78CCN9C7C(C=CC9)(C(C(C8N6C=O)(C(=O)OC)O)OC(=O)C)CC)OC)C(=O)OC)O.OS(=O)(=O)O. Drug 2: CS(=O)(=O)OCCCCOS(=O)(=O)C. Cell line: RPMI-8226. Synergy scores: CSS=7.30, Synergy_ZIP=4.89, Synergy_Bliss=-0.506, Synergy_Loewe=-2.85, Synergy_HSA=-2.22. (3) Drug 1: CC1=C2C(C(=O)C3(C(CC4C(C3C(C(C2(C)C)(CC1OC(=O)C(C(C5=CC=CC=C5)NC(=O)OC(C)(C)C)O)O)OC(=O)C6=CC=CC=C6)(CO4)OC(=O)C)OC)C)OC. Drug 2: CC1CCCC2(C(O2)CC(NC(=O)CC(C(C(=O)C(C1O)C)(C)C)O)C(=CC3=CSC(=N3)C)C)C. Cell line: BT-549. Synergy scores: CSS=53.1, Synergy_ZIP=4.75, Synergy_Bliss=4.49, Synergy_Loewe=-1.99, Synergy_HSA=4.99. (4) Drug 1: CCCCC(=O)OCC(=O)C1(CC(C2=C(C1)C(=C3C(=C2O)C(=O)C4=C(C3=O)C=CC=C4OC)O)OC5CC(C(C(O5)C)O)NC(=O)C(F)(F)F)O. Drug 2: C1CC(=O)NC(=O)C1N2C(=O)C3=CC=CC=C3C2=O. Cell line: SK-MEL-28. Synergy scores: CSS=81.7, Synergy_ZIP=2.32, Synergy_Bliss=3.11, Synergy_Loewe=-14.5, Synergy_HSA=3.00. (5) Drug 1: CC1=CC=C(C=C1)C2=CC(=NN2C3=CC=C(C=C3)S(=O)(=O)N)C(F)(F)F. Drug 2: CC1C(C(CC(O1)OC2CC(OC(C2O)C)OC3=CC4=CC5=C(C(=O)C(C(C5)C(C(=O)C(C(C)O)O)OC)OC6CC(C(C(O6)C)O)OC7CC(C(C(O7)C)O)OC8CC(C(C(O8)C)O)(C)O)C(=C4C(=C3C)O)O)O)O. Cell line: KM12. Synergy scores: CSS=58.8, Synergy_ZIP=3.64, Synergy_Bliss=3.69, Synergy_Loewe=-14.9, Synergy_HSA=-0.407. (6) Drug 2: CC1C(C(CC(O1)OC2CC(CC3=C2C(=C4C(=C3O)C(=O)C5=CC=CC=C5C4=O)O)(C(=O)C)O)N)O. Cell line: SK-MEL-28. Synergy scores: CSS=52.4, Synergy_ZIP=-7.03, Synergy_Bliss=-6.34, Synergy_Loewe=-3.05, Synergy_HSA=-1.70. Drug 1: CCC1=C2CN3C(=CC4=C(C3=O)COC(=O)C4(CC)O)C2=NC5=C1C=C(C=C5)O. (7) Drug 1: C1CN(P(=O)(OC1)NCCCl)CCCl. Drug 2: C(CCl)NC(=O)N(CCCl)N=O. Cell line: NCIH23. Synergy scores: CSS=0.263, Synergy_ZIP=0.0121, Synergy_Bliss=1.04, Synergy_Loewe=-8.41, Synergy_HSA=-2.85. (8) Drug 1: CCCS(=O)(=O)NC1=C(C(=C(C=C1)F)C(=O)C2=CNC3=C2C=C(C=N3)C4=CC=C(C=C4)Cl)F. Drug 2: C1C(C(OC1N2C=NC3=C2NC=NCC3O)CO)O. Cell line: EKVX. Synergy scores: CSS=5.82, Synergy_ZIP=-0.295, Synergy_Bliss=3.45, Synergy_Loewe=0.886, Synergy_HSA=1.47. (9) Drug 2: C1C(C(OC1N2C=NC(=NC2=O)N)CO)O. Drug 1: CC1=C2C(C(=O)C3(C(CC4C(C3C(C(C2(C)C)(CC1OC(=O)C(C(C5=CC=CC=C5)NC(=O)C6=CC=CC=C6)O)O)OC(=O)C7=CC=CC=C7)(CO4)OC(=O)C)O)C)OC(=O)C. Cell line: OVCAR3. Synergy scores: CSS=54.4, Synergy_ZIP=2.73, Synergy_Bliss=3.59, Synergy_Loewe=-13.4, Synergy_HSA=6.26.